Dataset: Catalyst prediction with 721,799 reactions and 888 catalyst types from USPTO. Task: Predict which catalyst facilitates the given reaction. (1) Reactant: [OH-].[K+].[F:3][C:4]1[CH:9]=[CH:8][C:7]([N:10]2[CH2:15][CH2:14][CH:13]([C:16]([O:18]CC)=[O:17])[CH2:12][CH2:11]2)=[CH:6][CH:5]=1.Cl. Product: [F:3][C:4]1[CH:9]=[CH:8][C:7]([N:10]2[CH2:11][CH2:12][CH:13]([C:16]([OH:18])=[O:17])[CH2:14][CH2:15]2)=[CH:6][CH:5]=1. The catalyst class is: 5. (2) Reactant: C(OC(=O)[NH:7][CH2:8][C:9]1[CH:14]=[C:13]([NH:15][CH:16]([C:29]2[CH:30]=[C:31]([O:39][CH3:40])[C:32]3[O:37][CH2:36][O:35][CH2:34][C:33]=3[CH:38]=2)[C:17]2[NH:21][C:20](=[O:22])[N:19]([C:23]3[N:28]=[CH:27][CH:26]=[CH:25][N:24]=3)[N:18]=2)[CH:12]=[CH:11][C:10]=1[C:41]#[N:42])(C)(C)C.ClCCl.C(O)(C(F)(F)F)=O. Product: [NH:42]=[C:41]1[C:10]2[C:9](=[CH:14][C:13]([NH:15][CH:16]([C:29]3[CH:30]=[C:31]([O:39][CH3:40])[C:32]4[O:37][CH2:36][O:35][CH2:34][C:33]=4[CH:38]=3)[C:17]3[NH:21][C:20](=[O:22])[N:19]([C:23]4[N:24]=[CH:25][CH:26]=[CH:27][N:28]=4)[N:18]=3)=[CH:12][CH:11]=2)[CH2:8][NH:7]1. The catalyst class is: 11. (3) Product: [Cl:1][C:2]1[CH:3]=[C:4]([C:5]2[N:6]=[C:19]([C:18]3[CH:22]=[CH:23][N:24]=[CH:25][C:17]=3[CH3:16])[O:8][N:7]=2)[CH:9]=[CH:10][C:11]=1[O:12][CH:13]([CH3:15])[CH3:14]. Reactant: [Cl:1][C:2]1[CH:3]=[C:4]([CH:9]=[CH:10][C:11]=1[O:12][CH:13]([CH3:15])[CH3:14])[C:5]([NH:7][OH:8])=[NH:6].[CH3:16][C:17]1[CH:25]=[N:24][CH:23]=[CH:22][C:18]=1[C:19](O)=O.C1C=CC2N(O)N=NC=2C=1.N=C=N.C(N(C(C)C)CC)(C)C. The catalyst class is: 10. (4) Reactant: C([NH:8][CH:9]1[CH2:14][CH:13]([C:15]2[CH:20]=[CH:19][N:18]=[CH:17][C:16]=2[N+:21]([O-])=O)[O:12][CH:11]([CH3:24])[CH2:10]1)C1C=CC=CC=1.[C:33](O[C:33]([O:35][C:36]([CH3:39])([CH3:38])[CH3:37])=[O:34])([O:35][C:36]([CH3:39])([CH3:38])[CH3:37])=[O:34]. Product: [NH2:21][C:16]1[CH:17]=[N:18][CH:19]=[CH:20][C:15]=1[CH:13]1[CH2:14][CH:9]([NH:8][C:33](=[O:34])[O:35][C:36]([CH3:37])([CH3:38])[CH3:39])[CH2:10][CH:11]([CH3:24])[O:12]1. The catalyst class is: 293.